From a dataset of Full USPTO retrosynthesis dataset with 1.9M reactions from patents (1976-2016). Predict the reactants needed to synthesize the given product. Given the product [F:20][C:21]1[CH:22]=[CH:23][C:24]([C:27]2[N:28]=[C:29]([CH3:35])[S:30][C:31]=2[C:32]([N:3]2[CH2:4][C@H:5]3[C@H:1]([CH2:6]3)[C@H:2]2[CH2:7][NH:8][C:9]([C:11]2[N:18]3[C:14]([S:15][CH:16]=[CH:17]3)=[N:13][C:12]=2[CH3:19])=[O:10])=[O:33])=[CH:25][CH:26]=1, predict the reactants needed to synthesize it. The reactants are: [C@H:1]12[CH2:6][C@H:5]1[CH2:4][NH:3][C@@H:2]2[CH2:7][NH:8][C:9]([C:11]1[N:18]2[C:14]([S:15][CH:16]=[CH:17]2)=[N:13][C:12]=1[CH3:19])=[O:10].[F:20][C:21]1[CH:26]=[CH:25][C:24]([C:27]2[N:28]=[C:29]([CH3:35])[S:30][C:31]=2[C:32](O)=[O:33])=[CH:23][CH:22]=1.